This data is from Forward reaction prediction with 1.9M reactions from USPTO patents (1976-2016). The task is: Predict the product of the given reaction. Given the reactants [H-].[Al+3].[Li+].[H-].[H-].[H-].C([O:10][C:11]1[C:12]([C:34]([CH3:37])([CH3:36])[CH3:35])=[CH:13][C:14]2[O:18][C:17]([CH2:24][CH2:25][CH2:26][CH2:27][CH3:28])([CH2:19][CH2:20][CH2:21][CH2:22][CH3:23])[CH2:16][C:15]=2[C:29]=1[C:30]([CH3:33])([CH3:32])[CH3:31])(=O)C.[Cl-].[NH4+].Cl, predict the reaction product. The product is: [C:30]([C:29]1[C:15]2[CH2:16][C:17]([CH2:19][CH2:20][CH2:21][CH2:22][CH3:23])([CH2:24][CH2:25][CH2:26][CH2:27][CH3:28])[O:18][C:14]=2[CH:13]=[C:12]([C:34]([CH3:35])([CH3:37])[CH3:36])[C:11]=1[OH:10])([CH3:31])([CH3:33])[CH3:32].